This data is from Retrosynthesis with 50K atom-mapped reactions and 10 reaction types from USPTO. The task is: Predict the reactants needed to synthesize the given product. (1) Given the product C[C@H](SC(CCc1ccccc1)C(=O)O)C(=O)N1CCC[C@H]1C(=O)O, predict the reactants needed to synthesize it. The reactants are: C[C@H](S)C(=O)N1CCC[C@H]1C(=O)O.O=C(O)C(Br)CCc1ccccc1. (2) Given the product CC(=O)O, predict the reactants needed to synthesize it. The reactants are: O=C(N[C@@H]1CC(=O)N(Cc2ccccc2)C1=O)OCc1ccccc1.